From a dataset of Experimentally validated miRNA-target interactions with 360,000+ pairs, plus equal number of negative samples. Binary Classification. Given a miRNA mature sequence and a target amino acid sequence, predict their likelihood of interaction. (1) The miRNA is mmu-miR-26a-5p with sequence UUCAAGUAAUCCAGGAUAGGCU. The protein sequence of the target gene is MSELEQLRQEAEQLRNQIQDARKACNDATLVQITSNMDSVGRIQMRTRRTLRGHLAKIYAMHWGYDSRLLVSASQDGKLIIWDSYTTNKMHAIPLRSSWVMTCAYAPSGNYVACGGLDNICSIYNLKTREGNVRVSRELPGHTGYLSCCRFLDDGQIITSSGDTTCALWDIETGQQTTTFTGHSGDVMSLSLSPDLKTFVSGACDASSKLWDIRDGMCRQSFTGHISDINAVSFFPSGYAFATGSDDATCRLFDLRADQELLLYSHDNIICGITSVAFSKSGRLLLAGYDDFNCSVWDAL.... Result: 1 (interaction). (2) The miRNA is hsa-miR-211-3p with sequence GCAGGGACAGCAAAGGGGUGC. The protein sequence of the target gene is MSSYFVNSTFPVTLASGQESFLGQLPLYSSGYADPLRHYPAPYGPGPGQDKGFATSSYYPPAGGGYGRAAPCDYGPAPAFYREKESACALSGADEQPPFHPEPRKSDCAQDKSVFGETEEQKCSTPVYPWMQRMNSCNSSSFGPSGRRGRQTYTRYQTLELEKEFHYNRYLTRRRRIEIAHALCLTERQIKIWFQNRRMKWKKESKLLSASQLSAEEEEEKQAE. Result: 1 (interaction). (3) The miRNA is hsa-miR-124-3p with sequence UAAGGCACGCGGUGAAUGCCAA. Result: 1 (interaction). The protein sequence of the target gene is MGRRRAPELYRAPFPLYALQVDPSTGLLIAAGGGGAAKTGIKNGVHFLQLELINGRLSASLLHSHDTETRATMNLALAGDILAAGQDAHCQLLRFQAHQQQGNKAEKAGSKEQGPRQRKGAAPAEKKCGAETQHEGLELRVENLQAVQTDFSSDPLQKVVCFNHDNTLLATGGTDGYVRVWKVPSLEKVLEFKAHEGEIEDLALGPDGKLVTVGRDLKASVWQKDQLVTQLHWQENGPTFSSTPYRYQACRFGQVPDQPAGLRLFTVQIPHKRLRQPPPCYLTAWDGSNFLPLRTKSCGH.... (4) The miRNA is dme-miR-4-3p with sequence AUAAAGCUAGACAACCAUUGA. The protein sequence of the target gene is MLKFKYGVRNPPEASASEPIASRASRLNLFFQGKPPLMTQQQMSALSREGMLDALFALFEECSQPALMKMKHVSSFVQKYSDTIAELRELQPSARDFEVRSLVGCGHFAEVQVVREKATGDVYAMKIMKKKALLAQEQVSFFEEERNILSRSTSPWIPQLQYAFQDKNNLYLVMEYQPGGDFLSLLNRYEDQLDESMIQFYLAELILAVHSVHQMGYVHRDIKPENILIDRTGEIKLVDFGSAAKMNSNKVDAKLPIGTPDYMAPEVLTVMNEDRRGTYGLDCDWWSVGVVAYEMVYGKT.... Result: 0 (no interaction). (5) The miRNA is cel-miR-252-5p with sequence AUAAGUAGUAGUGCCGCAGGUAA. The protein sequence of the target gene is MSSNSSLLVAVQLCYANVNGSCVKIPFSPGSRVILYIVFGFGAVLAVFGNLLVMISILHFKQLHSPTNFLVASLACADFLVGVTVMPFSMVRTVESCWYFGRSFCTFHTCCDVAFCYSSLFHLCFISIDRYIAVTDPLVYPTKFTVSVSGICISVSWILPLMYSGAVFYTGVYDDGLEELSDALNCIGGCQTVVNQNWVLTDFLSFFIPTFIMIILYGNIFLVARRQAKKIENTGSKTESSSESYKARVARRERKAAKTLGVTVVAFMISWLPYSIDSLIDAFMGFITPACIYEICCWCA.... Result: 0 (no interaction). (6) The miRNA is hsa-miR-511-5p with sequence GUGUCUUUUGCUCUGCAGUCA. The protein sequence of the target gene is MCDRNGGRRLRQWLIEQIDSSMYPGLIWENEEKSMFRIPWKHAGKQDYNQEVDASIFKAWAVFKGKFKEGDKAEPATWKTRLRCALNKSPDFEEVTDRSQLDISEPYKVYRIVPEEEQKCKLGVATAGCVNEVTEMECGRSEIDELIKEPSVDDYMGMIKRSPSPPEACRSQLLPDWWAQQPSTGVPLVTGYTTYDAHHSAFSQMVISFYYGGKLVGQATTTCPEGCRLSLSQPGLPGTKLYGPEGLELVRFPPADAIPSERQRQVTRKLFGHLERGVLLHSSRQGVFVKRLCQGRVFCS.... Result: 0 (no interaction). (7) The miRNA is hsa-miR-345-5p with sequence GCUGACUCCUAGUCCAGGGCUC. The protein sequence of the target gene is MLGSNTFKNMQRRHTTLREKGRRQAIRGPAYMFNEKGTSLTPEEERFLDSAEYGNIPVVRKMLEESKTLNFNCVDYMGQNALQLAVGNEHLEVTELLLKKENLARVGDALLLAISKGYVRIVEAILSHPAFAQGQRLTLSPLEQELRDDDFYAYDEDGTRFSHDITPIILAAHCQEYEIVHILLLKGARIERPHDYFCKCNECTEKQRKDSFSHSRSRMNAYKGLASAAYLSLSSEDPVLTALELSNELARLANIETEFKNDYRKLSMQCKDFVVGVLDLCRDTEEVEAILNGDVNLQVW.... Result: 0 (no interaction). (8) The miRNA is ath-miR398a-3p with sequence UGUGUUCUCAGGUCACCCCUU. The protein sequence of the target gene is MSEQERIQECLRKEIRSLLISTKDGLSPQELEKEYLLMVGNHLPLRILGYRSTMELVLDMPDVVRVCPGAGGTVILKAIPDESTKGIASLVAKQRSSHKLRNSMHKGRPSIYSGPRSHRRVPYRGRVAPILPAVVKSELKDLLALSPVLLSDFEKAFAKRFGRSFQYMQYGFLSMFEVLNAASDVISVEQTRAGSLLMLKKSVTEEKPRGCPAGKIFTQPFRMKQGSYSTGFPVAKPCFSQPTSNMEPPKQIMSMEKTSKLNVVETSRLNHTEKLNQLENTFKSVIAQIGPGGTISSELK.... Result: 0 (no interaction). (9) The miRNA is hsa-miR-1827 with sequence UGAGGCAGUAGAUUGAAU. The protein sequence of the target gene is MDPARKAGAQAMIWTAGWLLLLLLRGGAQALECYSCVQKADDGCSPNKMKTVKCAPGVDVCTEAVGAVETIHGQFSLAVRGCGSGLPGKNDRGLDLHGLLAFIQLQQCAQDRCNAKLNLTSRALDPAGNESAYPPNGVECYSCVGLSREACQGTSPPVVSCYNASDHVYKGCFDGNVTLTAANVTVSLPVRGCVQDEFCTRDGVTGPGFTLSGSCCQGSRCNSDLRNKTYFSPRIPPLVRLPPPEPTTVASTTSVTTSTSAPVRPTSTTKPMPAPTSQTPRQGVEHEASRDEEPRLTGGA.... Result: 1 (interaction). (10) The miRNA is mmu-miR-671-3p with sequence UCCGGUUCUCAGGGCUCCACC. The protein sequence of the target gene is MPGKHQHFQEPEVGCCGKYFLFGFNIVFWVLGALFLAIGLWAWGEKGVLSNISALTDLGGLDPVWLFVVVGGVMSVLGFAGCIGALRENTFLLKFFSVFLGLIFFLELATGILAFVFKDWIRDQLNLFINNNVKAYRDDIDLQNLIDFAQEYWSCCGARGPNDWNLNIYFNCTDLNPSRERCGVPFSCCVRDPAEDVLNTQCGYDVRLKLELEQQGFIHTKGCVGQFEKWLQDNLIVVAGVFMGIALLQIFGICLAQNLVSDIKAVKANW. Result: 0 (no interaction).